Dataset: Forward reaction prediction with 1.9M reactions from USPTO patents (1976-2016). Task: Predict the product of the given reaction. (1) Given the reactants [C:1]1([C:23]2[CH:28]=[CH:27][CH:26]=[CH:25][CH:24]=2)[CH:6]=[CH:5][C:4]([CH2:7][C@H:8]([NH:15][C:16]([O:18][C:19]([CH3:22])([CH3:21])[CH3:20])=[O:17])/[CH:9]=[C:10](\[CH3:14])/[C:11]([OH:13])=[O:12])=[CH:3][CH:2]=1, predict the reaction product. The product is: [C:1]1([C:23]2[CH:24]=[CH:25][CH:26]=[CH:27][CH:28]=2)[CH:2]=[CH:3][C:4]([CH2:7][C@H:8]([NH:15][C:16]([O:18][C:19]([CH3:22])([CH3:20])[CH3:21])=[O:17])[CH2:9][C@@H:10]([CH3:14])[C:11]([OH:13])=[O:12])=[CH:5][CH:6]=1. (2) Given the reactants [F:1][C:2]1[CH:7]=[CH:6][C:5]([N:8]2[CH2:17][CH2:16][C:15]3[C:10](=[CH:11][CH:12]=[C:13]([OH:18])[CH:14]=3)[CH:9]2[CH2:19][C:20]2[CH:25]=[CH:24][C:23]([O:26][CH2:27][CH2:28][CH:29]3[CH2:34][CH2:33][CH2:32][CH2:31][NH:30]3)=[CH:22][CH:21]=2)=[CH:4][CH:3]=1.[H-].[Na+].Br[CH2:38][C:39]([NH2:41])=[O:40], predict the reaction product. The product is: [C:39]([CH2:38][NH:41][C:39](=[O:40])[CH2:38][O:18][C:13]1[CH:14]=[C:15]2[C:10](=[CH:11][CH:12]=1)[CH:9]([CH2:19][C:20]1[CH:25]=[CH:24][C:23]([O:26][CH2:27][CH2:28][CH:29]3[CH2:34][CH2:33][CH2:32][CH2:31][NH:30]3)=[CH:22][CH:21]=1)[N:8]([C:5]1[CH:6]=[CH:7][C:2]([F:1])=[CH:3][CH:4]=1)[CH2:17][CH2:16]2)(=[O:40])[NH2:41]. (3) Given the reactants [NH2:1][C:2]1[CH:10]=[CH:9][C:5]([C:6]([OH:8])=O)=[CH:4][CH:3]=1.Cl.C(N=C=NCCCN(C)C)C.O.OC1C2N=NNC=2C=CC=1.[C:34]1([N:40]2[CH2:45][CH2:44][NH:43][CH2:42][CH2:41]2)[CH:39]=[CH:38][CH:37]=[CH:36][CH:35]=1.C(N(CC)CC)C, predict the reaction product. The product is: [NH2:1][C:2]1[CH:3]=[CH:4][C:5]([C:6]([N:43]2[CH2:44][CH2:45][N:40]([C:34]3[CH:39]=[CH:38][CH:37]=[CH:36][CH:35]=3)[CH2:41][CH2:42]2)=[O:8])=[CH:9][CH:10]=1. (4) Given the reactants [Cl:1][C:2]1[CH:3]=[C:4]2[C:10](/[CH:11]=[C:12]3/[C:13](=[O:18])[NH:14][C:15](=S)[NH:16]/3)=[CH:9][NH:8][C:5]2=[N:6][CH:7]=1.[CH3:19][NH:20][CH2:21][C:22]1[CH:27]=[CH:26][CH:25]=[CH:24][CH:23]=1, predict the reaction product. The product is: [CH2:21]([N:20]([CH3:19])[C:15]1[NH:14][C:13](=[O:18])/[C:12](=[CH:11]/[C:10]2[C:4]3[C:5](=[N:6][CH:7]=[C:2]([Cl:1])[CH:3]=3)[NH:8][CH:9]=2)/[N:16]=1)[C:22]1[CH:27]=[CH:26][CH:25]=[CH:24][CH:23]=1.